Dataset: Catalyst prediction with 721,799 reactions and 888 catalyst types from USPTO. Task: Predict which catalyst facilitates the given reaction. (1) Reactant: [C:1]([O:5][CH2:6][C@H:7]1[NH:12][CH2:11][CH2:10][NH:9][C:8]1=[O:13])([CH3:4])([CH3:3])[CH3:2].[C:14]1([CH3:41])[CH:19]=[CH:18][C:17]([C:20]([C@@:22]([C:38]([OH:40])=[O:39])([OH:37])[C@@:23]([C:28]([C:30]2[CH:35]=[CH:34][C:33]([CH3:36])=[CH:32][CH:31]=2)=[O:29])([OH:27])[C:24]([OH:26])=[O:25])=[O:21])=[CH:16][CH:15]=1. Product: [C:14]1([CH3:41])[CH:19]=[CH:18][C:17]([C:20]([C@@:22]([C:38]([OH:40])=[O:39])([OH:37])[C@@:23]([C:28]([C:30]2[CH:31]=[CH:32][C:33]([CH3:36])=[CH:34][CH:35]=2)=[O:29])([OH:27])[C:24]([OH:26])=[O:25])=[O:21])=[CH:16][CH:15]=1.[C:1]([O:5][CH2:6][C@H:7]1[NH:12][CH2:11][CH2:10][NH:9][C:8]1=[O:13])([CH3:4])([CH3:2])[CH3:3]. The catalyst class is: 21. (2) Reactant: [CH2:1]([C:3]12[CH2:16][C:15]([OH:18])([CH3:17])[C:14]([OH:24])([C:19]3[S:20][CH:21]=[CH:22][N:23]=3)[CH2:13][CH:12]1[CH2:11][CH2:10][C:9]1[CH:8]=[C:7]([C:25](O)=[O:26])[CH:6]=[CH:5][C:4]2=1)[CH3:2].[NH:28]([C:30]1[CH:35]=[CH:34][CH:33]=[CH:32][N:31]=1)[NH2:29].C(Cl)CCl.ON1C2C=CC=CC=2N=N1. Product: [N:31]1[CH:32]=[CH:33][CH:34]=[CH:35][C:30]=1[NH:28][NH:29][C:25]([C:7]1[CH:6]=[CH:5][C:4]2[C:3]3([CH2:1][CH3:2])[CH:12]([CH2:13][C:14]([OH:24])([C:19]4[S:20][CH:21]=[CH:22][N:23]=4)[C:15]([OH:18])([CH3:17])[CH2:16]3)[CH2:11][CH2:10][C:9]=2[CH:8]=1)=[O:26]. The catalyst class is: 306. (3) Reactant: C(O)(C(F)(F)F)=O.[N:8]1[CH:13]=[CH:12][CH:11]=[N:10][C:9]=1[N:14]1[CH2:30][CH2:29][C:17]2([CH2:21][N:20](C(OC(C)(C)C)=O)[CH2:19][CH2:18]2)[CH2:16][CH2:15]1. Product: [N:8]1[CH:13]=[CH:12][CH:11]=[N:10][C:9]=1[N:14]1[CH2:30][CH2:29][C:17]2([CH2:21][NH:20][CH2:19][CH2:18]2)[CH2:16][CH2:15]1. The catalyst class is: 2.